From a dataset of Forward reaction prediction with 1.9M reactions from USPTO patents (1976-2016). Predict the product of the given reaction. (1) Given the reactants I.I[C:3]1[N:8]=[CH:7][N:6]=[C:5]([NH:9][C:10]2[CH:15]=[CH:14][C:13]([O:16][C:17]3[CH:18]=[N:19][C:20]([CH3:23])=[CH:21][CH:22]=3)=[C:12]([CH3:24])[CH:11]=2)[C:4]=1[NH2:25].[CH2:26]([OH:31])[CH:27]=[CH:28][C:29]#[CH:30], predict the reaction product. The product is: [NH2:25][C:4]1[C:3]([C:30]#[C:29]/[CH:28]=[CH:27]/[CH2:26][OH:31])=[N:8][CH:7]=[N:6][C:5]=1[NH:9][C:10]1[CH:15]=[CH:14][C:13]([O:16][C:17]2[CH:18]=[N:19][C:20]([CH3:23])=[CH:21][CH:22]=2)=[C:12]([CH3:24])[CH:11]=1. (2) Given the reactants [Cl-].[CH3:2][O:3][CH2:4][P+](C1C=CC=CC=1)(C1C=CC=CC=1)C1C=CC=CC=1.[Li]CCCC.[F:29][C:30]1[CH:31]=[C:32]([C:36]#[C:37][C:38]2[CH:47]=[C:46]3[C:41]([C:42](=[O:54])[N:43]4[CH2:52][CH2:51][C:50](=O)[CH2:49][CH2:48][C:44]4=[N:45]3)=[CH:40][CH:39]=2)[CH:33]=[CH:34][CH:35]=1, predict the reaction product. The product is: [F:29][C:30]1[CH:31]=[C:32]([C:36]#[C:37][C:38]2[CH:47]=[C:46]3[C:41]([C:42](=[O:54])[N:43]4[CH2:52][CH2:51]/[C:50](=[CH:2]\[O:3][CH3:4])/[CH2:49][CH2:48][C:44]4=[N:45]3)=[CH:40][CH:39]=2)[CH:33]=[CH:34][CH:35]=1. (3) Given the reactants [Br:1][C:2]1[CH:10]=[CH:9][C:5]([C:6]([OH:8])=O)=[C:4]([CH3:11])[CH:3]=1.[NH:12]1[CH2:15][CH2:14][CH2:13]1, predict the reaction product. The product is: [Br:1][C:2]1[CH:10]=[CH:9][C:5]([C:6]([N:12]2[CH2:15][CH2:14][CH2:13]2)=[O:8])=[C:4]([CH3:11])[CH:3]=1. (4) Given the reactants [NH2:1][C:2]1[C:7]([C:8]#[N:9])=[C:6]([O:10][CH2:11][CH3:12])[N:5]=[C:4]([C:13]([OH:15])=O)[CH:3]=1.F[B-](F)(F)F.N1(OC(N(C)C)=[N+](C)C)C2C=CC=CC=2N=N1.[NH2:38][CH2:39][C:40]1[S:44][CH:43]=[N:42][CH:41]=1.C(N(C(C)C)CC)(C)C, predict the reaction product. The product is: [NH2:1][C:2]1[C:7]([C:8]#[N:9])=[C:6]([O:10][CH2:11][CH3:12])[N:5]=[C:4]([C:13]([NH:38][CH2:39][C:40]2[S:44][CH:43]=[N:42][CH:41]=2)=[O:15])[CH:3]=1. (5) Given the reactants Br[CH2:2][C:3]1[CH:12]=[CH:11][CH:10]=[CH:9][C:4]=1[C:5]([O:7][CH3:8])=[O:6].[CH2:13]([O:15][P:16]([O:20]CC)[O:17][CH2:18][CH3:19])[CH3:14], predict the reaction product. The product is: [CH3:8][O:7][C:5](=[O:6])[C:4]1[CH:9]=[CH:10][CH:11]=[CH:12][C:3]=1[CH2:2][P:16]([O:17][CH2:18][CH3:19])([O:15][CH2:13][CH3:14])=[O:20]. (6) Given the reactants [C:1](Cl)(=[O:4])[CH2:2][CH3:3].[CH3:6][C:7]1[N:12]=[C:11]([C:13]2[N:14]=[C:15]3[N:20]=[C:19]([NH2:21])[CH:18]=[CH:17][N:16]3[C:22]=2[C:23]2[CH:28]=[CH:27][N:26]=[C:25]([S:29][CH3:30])[N:24]=2)[CH:10]=[CH:9][CH:8]=1, predict the reaction product. The product is: [CH3:6][C:7]1[N:12]=[C:11]([C:13]2[N:14]=[C:15]3[N:20]=[C:19]([NH:21][C:1](=[O:4])[CH2:2][CH3:3])[CH:18]=[CH:17][N:16]3[C:22]=2[C:23]2[CH:28]=[CH:27][N:26]=[C:25]([S:29][CH3:30])[N:24]=2)[CH:10]=[CH:9][CH:8]=1. (7) Given the reactants [NH2:1][C:2]1([CH2:9][C:10]([O:12][CH2:13]C)=[O:11])[CH2:7][CH2:6][CH2:5][N:4]([CH3:8])[CH2:3]1.C(N(CC)CC)C.[CH2:22]([C:27]1[CH:32]=[CH:31][C:30]([S:33](Cl)(=[O:35])=[O:34])=[CH:29][CH:28]=1)[CH2:23][CH2:24][CH2:25][CH3:26], predict the reaction product. The product is: [CH3:8][N:4]1[CH2:5][CH2:6][CH2:7][C:2]([CH2:9][C:10]([O:12][CH3:13])=[O:11])([NH:1][S:33]([C:30]2[CH:31]=[CH:32][C:27]([CH2:22][CH2:23][CH2:24][CH2:25][CH3:26])=[CH:28][CH:29]=2)(=[O:35])=[O:34])[CH2:3]1. (8) Given the reactants Br[CH2:2][C:3]1[N:7]([CH3:8])[N:6]=[C:5]([N+:9]([O-:11])=[O:10])[CH:4]=1.[CH3:12][O:13][Na], predict the reaction product. The product is: [CH3:12][O:13][CH2:2][C:3]1[N:7]([CH3:8])[N:6]=[C:5]([N+:9]([O-:11])=[O:10])[CH:4]=1. (9) Given the reactants [CH2:1]([O:3][C:4]([C:6]1([C:13]2[CH:18]=[CH:17][CH:16]=[CH:15][CH:14]=2)[CH2:11][CH2:10][C:9](=[O:12])[CH2:8][CH2:7]1)=[O:5])[CH3:2].[Br:19]C1CC(C(C)C)CCC1=O, predict the reaction product. The product is: [CH2:1]([O:3][C:4]([C:6]1([C:13]2[CH:14]=[CH:15][CH:16]=[CH:17][CH:18]=2)[CH2:7][CH2:8][C:9](=[O:12])[CH:10]([Br:19])[CH2:11]1)=[O:5])[CH3:2].